From a dataset of NCI-60 drug combinations with 297,098 pairs across 59 cell lines. Regression. Given two drug SMILES strings and cell line genomic features, predict the synergy score measuring deviation from expected non-interaction effect. (1) Drug 1: COC1=NC(=NC2=C1N=CN2C3C(C(C(O3)CO)O)O)N. Drug 2: CS(=O)(=O)CCNCC1=CC=C(O1)C2=CC3=C(C=C2)N=CN=C3NC4=CC(=C(C=C4)OCC5=CC(=CC=C5)F)Cl. Cell line: SW-620. Synergy scores: CSS=-1.53, Synergy_ZIP=1.54, Synergy_Bliss=1.36, Synergy_Loewe=-3.61, Synergy_HSA=-3.46. (2) Drug 1: CS(=O)(=O)CCNCC1=CC=C(O1)C2=CC3=C(C=C2)N=CN=C3NC4=CC(=C(C=C4)OCC5=CC(=CC=C5)F)Cl. Drug 2: C1CNP(=O)(OC1)N(CCCl)CCCl. Cell line: KM12. Synergy scores: CSS=-6.60, Synergy_ZIP=2.30, Synergy_Bliss=0.592, Synergy_Loewe=-6.48, Synergy_HSA=-5.89. (3) Drug 2: CS(=O)(=O)CCNCC1=CC=C(O1)C2=CC3=C(C=C2)N=CN=C3NC4=CC(=C(C=C4)OCC5=CC(=CC=C5)F)Cl. Drug 1: CCCCCOC(=O)NC1=NC(=O)N(C=C1F)C2C(C(C(O2)C)O)O. Synergy scores: CSS=-1.81, Synergy_ZIP=0.860, Synergy_Bliss=-0.272, Synergy_Loewe=-1.14, Synergy_HSA=-1.85. Cell line: NCI-H460. (4) Drug 1: C1=NC2=C(N=C(N=C2N1C3C(C(C(O3)CO)O)O)F)N. Drug 2: CC1C(C(CC(O1)OC2CC(OC(C2O)C)OC3=CC4=CC5=C(C(=O)C(C(C5)C(C(=O)C(C(C)O)O)OC)OC6CC(C(C(O6)C)O)OC7CC(C(C(O7)C)O)OC8CC(C(C(O8)C)O)(C)O)C(=C4C(=C3C)O)O)O)O. Cell line: UACC62. Synergy scores: CSS=42.0, Synergy_ZIP=-0.664, Synergy_Bliss=-1.90, Synergy_Loewe=-12.3, Synergy_HSA=-2.60. (5) Drug 1: CC(CN1CC(=O)NC(=O)C1)N2CC(=O)NC(=O)C2. Drug 2: C(CN)CNCCSP(=O)(O)O. Cell line: NCI/ADR-RES. Synergy scores: CSS=2.88, Synergy_ZIP=6.14, Synergy_Bliss=3.23, Synergy_Loewe=-2.03, Synergy_HSA=0.168. (6) Drug 1: CC1=C(C(=CC=C1)Cl)NC(=O)C2=CN=C(S2)NC3=CC(=NC(=N3)C)N4CCN(CC4)CCO. Drug 2: COCCOC1=C(C=C2C(=C1)C(=NC=N2)NC3=CC=CC(=C3)C#C)OCCOC.Cl. Cell line: SK-MEL-28. Synergy scores: CSS=3.36, Synergy_ZIP=-2.28, Synergy_Bliss=-2.20, Synergy_Loewe=-0.831, Synergy_HSA=-0.787. (7) Drug 1: C1=CC=C(C=C1)NC(=O)CCCCCCC(=O)NO. Drug 2: C(CCl)NC(=O)N(CCCl)N=O. Cell line: SNB-19. Synergy scores: CSS=5.17, Synergy_ZIP=-4.55, Synergy_Bliss=-3.28, Synergy_Loewe=-6.11, Synergy_HSA=-6.21. (8) Drug 1: CS(=O)(=O)C1=CC(=C(C=C1)C(=O)NC2=CC(=C(C=C2)Cl)C3=CC=CC=N3)Cl. Drug 2: CC(C)CN1C=NC2=C1C3=CC=CC=C3N=C2N. Cell line: COLO 205. Synergy scores: CSS=-2.06, Synergy_ZIP=2.09, Synergy_Bliss=4.81, Synergy_Loewe=-0.738, Synergy_HSA=-1.68.